Task: Predict the reactants needed to synthesize the given product.. Dataset: Full USPTO retrosynthesis dataset with 1.9M reactions from patents (1976-2016) (1) Given the product [CH3:17][S:14]([O:6][C@@H:3]1[CH2:4][CH2:5][O:1][CH2:2]1)(=[O:16])=[O:15], predict the reactants needed to synthesize it. The reactants are: [O:1]1[CH2:5][CH2:4][C@@H:3]([OH:6])[CH2:2]1.C(N(CC)CC)C.[S:14](Cl)([CH3:17])(=[O:16])=[O:15]. (2) The reactants are: Cl.[S:2]1[N:6]=[CH:5][C:4]([O:7][CH2:8][C@@H:9]2[O:13][C:12](=[O:14])[N:11]([C:15]3[CH:20]=[CH:19][C:18]([C:21]4[CH2:26][CH2:25][N:24]([C:27]([C@@H:29]5[CH2:33][O:32]C(C)(C)[O:30]5)=[O:28])[CH2:23][CH:22]=4)=[C:17]([F:36])[CH:16]=3)[CH2:10]2)=[N:3]1. Given the product [S:2]1[N:6]=[CH:5][C:4]([O:7][CH2:8][C@@H:9]2[O:13][C:12](=[O:14])[N:11]([C:15]3[CH:20]=[CH:19][C:18]([C:21]4[CH2:26][CH2:25][N:24]([C:27](=[O:28])[C@@H:29]([OH:30])[CH2:33][OH:32])[CH2:23][CH:22]=4)=[C:17]([F:36])[CH:16]=3)[CH2:10]2)=[N:3]1, predict the reactants needed to synthesize it. (3) Given the product [CH:32]1([C:30]2[NH:29][N:28]=[C:27]([NH:26][C:24]3[CH:23]=[CH:22][N:21]=[C:20]([N:11]([CH2:10][C:5]4[CH:6]=[CH:7][CH:8]=[C:9]5[C:4]=4[CH:3]=[CH:2][NH:1]5)[CH2:12][C:13]4[CH:14]=[N:15][CH:16]=[CH:17][CH:18]=4)[N:25]=3)[CH:31]=2)[CH2:34][CH2:33]1, predict the reactants needed to synthesize it. The reactants are: [NH:1]1[C:9]2[C:4](=[C:5]([CH2:10][NH:11][CH2:12][C:13]3[CH:14]=[N:15][CH:16]=[CH:17][CH:18]=3)[CH:6]=[CH:7][CH:8]=2)[CH:3]=[CH:2]1.Cl[C:20]1[N:25]=[C:24]([NH:26][C:27]2[CH:31]=[C:30]([CH:32]3[CH2:34][CH2:33]3)[NH:29][N:28]=2)[CH:23]=[CH:22][N:21]=1.CCN(C(C)C)C(C)C. (4) The reactants are: [CH2:1]([O:8][CH2:9][CH:10]([NH:13][C:14](=[O:20])[O:15][C:16]([CH3:19])([CH3:18])[CH3:17])[CH:11]=O)[C:2]1[CH:7]=[CH:6][CH:5]=[CH:4][CH:3]=1.[F:21][C:22]1[CH:29]=[CH:28][C:25]([CH2:26][NH2:27])=[CH:24][CH:23]=1.C(O[BH-](OC(=O)C)OC(=O)C)(=O)C.[Na+].C([O-])(O)=O.[Na+]. Given the product [CH2:1]([O:8][CH2:9][CH:10]([NH:13][C:14](=[O:20])[O:15][C:16]([CH3:19])([CH3:18])[CH3:17])[CH2:11][NH:27][CH2:26][C:25]1[CH:28]=[CH:29][C:22]([F:21])=[CH:23][CH:24]=1)[C:2]1[CH:7]=[CH:6][CH:5]=[CH:4][CH:3]=1, predict the reactants needed to synthesize it.